This data is from Forward reaction prediction with 1.9M reactions from USPTO patents (1976-2016). The task is: Predict the product of the given reaction. Given the reactants [NH2:1][C:2]([CH3:33])([CH3:32])[CH2:3][N:4]([CH:9]([C:13]1[N:22]([CH2:23][C:24]2[CH:29]=[CH:28][CH:27]=[CH:26][CH:25]=2)[C:21](=[O:30])[C:20]2[C:15](=[CH:16][C:17]([Cl:31])=[CH:18][CH:19]=2)[N:14]=1)[CH:10]([CH3:12])[CH3:11])[C:5](=[O:8])[CH:6]=[CH2:7].C(OC(=O)NC(C)(C)CN(C(=O)C=C)C(C1N(CC2C=CC=CC=2)C(=O)C2C(=CC(Cl)=CC=2)N=1)C(C)C)(C)(C)C.C(O)(C(F)(F)F)=O, predict the reaction product. The product is: [CH2:23]([N:22]1[C:21](=[O:30])[C:20]2[C:15](=[CH:16][C:17]([Cl:31])=[CH:18][CH:19]=2)[N:14]=[C:13]1[CH:9]([N:4]1[C:5](=[O:8])[CH2:6][CH2:7][NH:1][C:2]([CH3:32])([CH3:33])[CH2:3]1)[CH:10]([CH3:12])[CH3:11])[C:24]1[CH:25]=[CH:26][CH:27]=[CH:28][CH:29]=1.